This data is from Reaction yield outcomes from USPTO patents with 853,638 reactions. The task is: Predict the reaction yield, written as a fraction of the theoretical maximum amount of product (1.0 means a 100% yield; for example, 0.34 means a 34% yield). (1) The reactants are C(NC(C)C)(C)C.C([Li])CCC.[Br:13][C:14]1[CH:19]=[CH:18][CH:17]=[CH:16][C:15]=1[F:20].[Li].[C:22](=[O:24])=[O:23]. The catalyst is O1CCCC1. The product is [Br:13][C:14]1[C:15]([F:20])=[C:16]([CH:17]=[CH:18][CH:19]=1)[C:22]([OH:24])=[O:23]. The yield is 0.570. (2) The reactants are Cl[CH2:2][CH2:3][CH2:4][N:5]1[C:9]2[CH:10]=[CH:11][C:12]([N+:14]([O-:16])=[O:15])=[CH:13][C:8]=2[O:7][C:6]1=[O:17].[O-:18][CH2:19][CH3:20].[K+].CCOCC.O. The catalyst is CN1CCCC1=O. The product is [CH2:19]([O:18][C:6]([N:5]1[C:9]2[CH:10]=[CH:11][C:12]([N+:14]([O-:16])=[O:15])=[CH:13][C:8]=2[O:7][CH2:2][CH2:3][CH2:4]1)=[O:17])[CH3:20]. The yield is 0.500. (3) The reactants are C([O:8][C:9]1[CH:14]=[CH:13][C:12]([NH:15][C:16]2[N:21]=[C:20]([NH:22][CH:23]3[CH2:29][CH2:28][CH2:27][CH2:26][CH2:25][CH2:24]3)[N:19]=[C:18]([N:30]([CH3:37])[CH:31]3[CH2:36][CH2:35][NH:34][CH2:33][CH2:32]3)[N:17]=2)=[CH:11][C:10]=1Cl)C1C=CC=CC=1.C([O-])=O.[NH4+].C(Cl)Cl. The yield is 0.440. The catalyst is O.CO.[Pd]. The product is [CH:23]1([NH:22][C:20]2[N:19]=[C:18]([N:30]([CH3:37])[CH:31]3[CH2:36][CH2:35][NH:34][CH2:33][CH2:32]3)[N:17]=[C:16]([NH:15][C:12]3[CH:11]=[CH:10][C:9]([OH:8])=[CH:14][CH:13]=3)[N:21]=2)[CH2:24][CH2:25][CH2:26][CH2:27][CH2:28][CH2:29]1. (4) The reactants are [Cl:1][C:2]1[C:10]2[C:5](=[CH:6][CH:7]=[C:8]([O:11][CH3:12])[CH:9]=2)[NH:4][C:3]=1[C:13]#[N:14].Cl.[NH2:16][OH:17].C(N(CC)CC)C. The catalyst is C(O)C.O. The product is [Cl:1][C:2]1[C:10]2[C:5](=[CH:6][CH:7]=[C:8]([O:11][CH3:12])[CH:9]=2)[NH:4][C:3]=1[C:13]([NH:16][OH:17])=[NH:14]. The yield is 0.630. (5) The reactants are Br[C:2]1[CH:18]=[CH:17][C:5]([O:6][CH2:7][CH2:8][O:9][Si:10]([C:13]([CH3:16])([CH3:15])[CH3:14])([CH3:12])[CH3:11])=[CH:4][CH:3]=1.C([Li])CCC.[Cl:24][C:25]1[CH:36]=[CH:35][C:28]([C:29](N(OC)C)=[O:30])=[CH:27][C:26]=1[S:37](=[O:40])(=[O:39])[NH2:38]. The catalyst is O1CCCC1. The product is [C:13]([Si:10]([CH3:12])([CH3:11])[O:9][CH2:8][CH2:7][O:6][C:5]1[CH:17]=[CH:18][C:2]([C:29]([C:28]2[CH:35]=[CH:36][C:25]([Cl:24])=[C:26]([S:37]([NH2:38])(=[O:39])=[O:40])[CH:27]=2)=[O:30])=[CH:3][CH:4]=1)([CH3:16])([CH3:15])[CH3:14]. The yield is 0.530. (6) The reactants are [CH2:1]([O:8][C:9]1[CH:10]=[C:11]([CH2:17][CH:18]([NH2:22])[CH:19]([CH3:21])[CH3:20])[CH:12]=[CH:13][C:14]=1[O:15][CH3:16])[C:2]1[CH:7]=[CH:6][CH:5]=[CH:4][CH:3]=1.[CH:23](O)=[O:24]. The catalyst is O1CCOCC1. The product is [CH2:1]([O:8][C:9]1[CH:10]=[C:11]([CH2:17][CH:18]([NH:22][CH:23]=[O:24])[CH:19]([CH3:20])[CH3:21])[CH:12]=[CH:13][C:14]=1[O:15][CH3:16])[C:2]1[CH:3]=[CH:4][CH:5]=[CH:6][CH:7]=1. The yield is 0.820.